This data is from Full USPTO retrosynthesis dataset with 1.9M reactions from patents (1976-2016). The task is: Predict the reactants needed to synthesize the given product. (1) Given the product [F:28][C:24]1[CH:23]=[C:22]2[C:27]([C:19]([C:16]3[CH:17]=[CH:18][C:12]4[N:11]=[C:10]([CH2:9][CH2:8][NH2:7])[NH:14][C:13]=4[CH:15]=3)=[CH:20][N:21]2[S:29]([C:32]2[CH:33]=[CH:34][CH:35]=[CH:36][CH:37]=2)(=[O:31])=[O:30])=[CH:26][CH:25]=1, predict the reactants needed to synthesize it. The reactants are: C(OC(=O)[NH:7][CH2:8][CH2:9][C:10]1[NH:14][C:13]2[CH:15]=[C:16]([C:19]3[C:27]4[C:22](=[CH:23][C:24]([F:28])=[CH:25][CH:26]=4)[N:21]([S:29]([C:32]4[CH:37]=[CH:36][CH:35]=[CH:34][CH:33]=4)(=[O:31])=[O:30])[CH:20]=3)[CH:17]=[CH:18][C:12]=2[N:11]=1)(C)(C)C. (2) Given the product [NH2:22][S:19][C:14]1[CH:15]=[CH:16][CH:17]=[CH:18][C:13]=1[CH2:2][C:3]1[CH:8]=[C:7]([Cl:9])[CH:6]=[C:5]([Cl:10])[C:4]=1[OH:11], predict the reactants needed to synthesize it. The reactants are: Br[CH2:2][C:3]1[CH:8]=[C:7]([Cl:9])[CH:6]=[C:5]([Cl:10])[C:4]=1[OH:11].N[C:13]1[CH:18]=[CH:17][CH:16]=[CH:15][C:14]=1[SH:19].C([N:22](CC)CC)C. (3) Given the product [NH3:5].[Cl:16][C:7]1[C:6]([NH:5][C:3](=[O:4])[CH2:2][NH:17][C:18]2[CH:19]=[C:20]([CH:25]=[CH:26][CH:27]=2)[C:21]([NH:23][CH3:24])=[O:22])=[CH:15][CH:14]=[C:13]2[C:8]=1[CH:9]=[CH:10][N:11]=[CH:12]2, predict the reactants needed to synthesize it. The reactants are: Cl[CH2:2][C:3]([NH:5][C:6]1[C:7]([Cl:16])=[C:8]2[C:13](=[CH:14][CH:15]=1)[CH:12]=[N:11][CH:10]=[CH:9]2)=[O:4].[NH2:17][C:18]1[CH:19]=[C:20]([CH:25]=[CH:26][CH:27]=1)[C:21]([NH:23][CH3:24])=[O:22].